From a dataset of Reaction yield outcomes from USPTO patents with 853,638 reactions. Predict the reaction yield, written as a fraction of the theoretical maximum amount of product (1.0 means a 100% yield; for example, 0.34 means a 34% yield). (1) The reactants are [NH:1]1[C:9]2[C:4](=[CH:5][CH:6]=[C:7]([C:10]#[N:11])[CH:8]=2)[CH2:3][CH2:2]1.C1C(=O)N([Br:19])C(=O)C1.C(=O)(O)[O-].[Na+]. The catalyst is CC#N. The product is [Br:19][C:6]1[CH:5]=[C:4]2[C:9](=[CH:8][C:7]=1[C:10]#[N:11])[NH:1][CH2:2][CH2:3]2. The yield is 0.580. (2) The reactants are Br[C:2]1[C:11]2[C:6](=[CH:7][CH:8]=[CH:9][CH:10]=2)[C:5]([CH3:12])=[C:4]([N:13]([CH2:28][C:29]2[CH:34]=[CH:33][C:32]([O:35][C:36]([F:39])([F:38])[F:37])=[CH:31][CH:30]=2)[S:14]([C:17]2[CH:27]=[CH:26][C:20]([C:21]([O:23]CC)=[O:22])=[CH:19][CH:18]=2)(=[O:16])=[O:15])[N:3]=1.[H-].[Na+].[CH3:42][CH:43]([OH:45])[CH3:44].Cl. The catalyst is O1CCCC1.C(Cl)(Cl)Cl. The product is [CH:43]([O:45][C:2]1[C:11]2[C:6](=[CH:7][CH:8]=[CH:9][CH:10]=2)[C:5]([CH3:12])=[C:4]([N:13]([CH2:28][C:29]2[CH:34]=[CH:33][C:32]([O:35][C:36]([F:38])([F:39])[F:37])=[CH:31][CH:30]=2)[S:14]([C:17]2[CH:18]=[CH:19][C:20]([C:21]([OH:23])=[O:22])=[CH:26][CH:27]=2)(=[O:16])=[O:15])[N:3]=1)([CH3:44])[CH3:42]. The yield is 0.580. (3) The reactants are [F:1][C:2]1[CH:7]=[C:6]([O:8][C:9]2[CH:14]=[CH:13][N:12]=[C:11]([NH:15][C:16]([N:18]3[CH2:23][CH2:22][CH:21]([N:24]4[CH2:29][CH2:28][N:27]([CH3:30])[CH2:26][CH2:25]4)[CH2:20][CH2:19]3)=[O:17])[CH:10]=2)[CH:5]=[CH:4][C:3]=1[NH:31][C:32]([CH2:34][C:35]1([CH2:38][C:39]([NH:41][C:42]2[CH:47]=[CH:46][C:45]([F:48])=[CH:44][CH:43]=2)=[O:40])[CH2:37][CH2:36]1)=[O:33].[C:49]([OH:56])(=[O:55])/[CH:50]=[CH:51]\[C:52]([OH:54])=[O:53]. The catalyst is CC(C)=O. The product is [C:49]([OH:56])(=[O:55])/[CH:50]=[CH:51]\[C:52]([OH:54])=[O:53].[F:1][C:2]1[CH:7]=[C:6]([O:8][C:9]2[CH:14]=[CH:13][N:12]=[C:11]([NH:15][C:16]([N:18]3[CH2:19][CH2:20][CH:21]([N:24]4[CH2:29][CH2:28][N:27]([CH3:30])[CH2:26][CH2:25]4)[CH2:22][CH2:23]3)=[O:17])[CH:10]=2)[CH:5]=[CH:4][C:3]=1[NH:31][C:32]([CH2:34][C:35]1([CH2:38][C:39]([NH:41][C:42]2[CH:47]=[CH:46][C:45]([F:48])=[CH:44][CH:43]=2)=[O:40])[CH2:37][CH2:36]1)=[O:33]. The yield is 0.200.